From a dataset of Catalyst prediction with 721,799 reactions and 888 catalyst types from USPTO. Predict which catalyst facilitates the given reaction. (1) Reactant: C([O:5][C:6](=[O:31])/[CH:7]=[CH:8]/[C:9]1[CH:14]=[CH:13][C:12]([N:15]2[CH2:19][C:18](=[O:20])[NH:17][S:16]2(=[O:22])=[O:21])=[C:11]([O:23][CH2:24][C:25]2[CH:30]=[CH:29][CH:28]=[CH:27][CH:26]=2)[CH:10]=1)(C)(C)C.CO.[OH-].[Na+]. Product: [CH2:24]([O:23][C:11]1[CH:10]=[C:9](/[CH:8]=[CH:7]/[C:6]([OH:31])=[O:5])[CH:14]=[CH:13][C:12]=1[N:15]1[CH2:19][C:18](=[O:20])[NH:17][S:16]1(=[O:22])=[O:21])[C:25]1[CH:26]=[CH:27][CH:28]=[CH:29][CH:30]=1. The catalyst class is: 1. (2) Reactant: [NH2:1][C:2]1[N:3]=[C:4]([C:20]2[CH:21]=[C:22]([CH2:27][CH2:28][CH2:29][NH:30]C(=O)OC(C)(C)C)[CH:23]=[C:24]([F:26])[CH:25]=2)[CH:5]=[C:6]2[C:11]=1[CH:10]=[N:9][C:8]1[CH:12]=[C:13]([O:18][CH3:19])[C:14]([O:16][CH3:17])=[CH:15][C:7]2=1.FC(F)(F)C(O)=O. Product: [NH2:30][CH2:29][CH2:28][CH2:27][C:22]1[CH:21]=[C:20]([C:4]2[CH:5]=[C:6]3[C:11](=[C:2]([NH2:1])[N:3]=2)[CH:10]=[N:9][C:8]2[CH:12]=[C:13]([O:18][CH3:19])[C:14]([O:16][CH3:17])=[CH:15][C:7]3=2)[CH:25]=[C:24]([F:26])[CH:23]=1. The catalyst class is: 2. (3) Reactant: [OH-].[Na+].C[O:4][C:5]([C:7]1[CH:8]=[C:9]2[C:14](=[CH:15][CH:16]=1)[N:13]([C:17](=[O:19])[CH3:18])[C:12]([CH3:21])([CH3:20])[CH2:11][C:10]2([C:23]1[CH:28]=[CH:27][CH:26]=[CH:25][CH:24]=1)[CH3:22])=[O:6].O. Product: [C:17]([N:13]1[C:14]2[C:9](=[CH:8][C:7]([C:5]([OH:6])=[O:4])=[CH:16][CH:15]=2)[C:10]([C:23]2[CH:28]=[CH:27][CH:26]=[CH:25][CH:24]=2)([CH3:22])[CH2:11][C:12]1([CH3:21])[CH3:20])(=[O:19])[CH3:18]. The catalyst class is: 38. (4) Reactant: [CH3:1][S:2][C:3]1[N:4]=[N:5][C:6]([C:9]2[CH:14]=[CH:13][CH:12]=[CH:11][CH:10]=2)=[CH:7][N:8]=1.ClC1C=C(C=CC=1)C(OO)=[O:20].O.S([O-])([O-])(=O)=S.[Na+].[Na+]. Product: [CH3:1][S:2]([C:3]1[N:4]=[N:5][C:6]([C:9]2[CH:10]=[CH:11][CH:12]=[CH:13][CH:14]=2)=[CH:7][N:8]=1)=[O:20]. The catalyst class is: 2. (5) Reactant: [Cl:1][C:2]1[CH:3]=[CH:4][C:5]([CH2:10][N:11]2[C:16]3[CH:17]=[CH:18][NH:19][C:15]=3[C:14](=[O:20])[NH:13][C:12]2=[S:21])=[C:6]([CH:9]=1)[CH:7]=O.[CH2:22]([NH2:24])[CH3:23].[BH4-].[Na+]. Product: [Cl:1][C:2]1[CH:3]=[CH:4][C:5]([CH2:10][N:11]2[C:16]3[CH:17]=[CH:18][NH:19][C:15]=3[C:14](=[O:20])[NH:13][C:12]2=[S:21])=[C:6]([CH2:7][NH:24][CH2:22][CH3:23])[CH:9]=1. The catalyst class is: 5.